From a dataset of hERG Central: cardiac toxicity at 1µM, 10µM, and general inhibition. Predict hERG channel inhibition at various concentrations. (1) The drug is Cc1cccc(OCC(O)Cn2c(=N)n(CCN3CCCCC3)c3ccccc32)c1.Cl. Results: hERG_inhib (hERG inhibition (general)): blocker. (2) The molecule is O=C(CN1CCN(C(=O)N2CCOCC2)CC1)Nc1cc(Cl)ccc1Cl. Results: hERG_inhib (hERG inhibition (general)): blocker. (3) The drug is Cc1ccc(N2CCN(CC(O)COC3CCCCC3)CC2)cc1. Results: hERG_inhib (hERG inhibition (general)): blocker. (4) The compound is CN(c1ccccc1)S(=O)(=O)c1cccc(NC(=O)Cn2cnc3c2c(=O)n(C)c(=O)n3C)c1. Results: hERG_inhib (hERG inhibition (general)): blocker. (5) The drug is COc1ccc(C2CN(C)CC2C(=O)c2ccc(C)cc2)cc1Cl. Results: hERG_inhib (hERG inhibition (general)): blocker. (6) Results: hERG_inhib (hERG inhibition (general)): blocker. The drug is Cn1c(=O)n(CCOc2ccc([N+](=O)[O-])cc2)c2ccccc21. (7) The compound is Cc1cc(Nc2c(C)n(C)n(-c3ccccc3)c2=O)n2c(nc3ccccc32)c1C#N. Results: hERG_inhib (hERG inhibition (general)): blocker.